This data is from Catalyst prediction with 721,799 reactions and 888 catalyst types from USPTO. The task is: Predict which catalyst facilitates the given reaction. (1) Reactant: [Cl:1][C:2]1[CH:7]=[CH:6][C:5]([S:8]([CH2:11][C:12]2[CH:17]=[C:16]([F:18])[CH:15]=[CH:14][C:13]=2[F:19])(=[O:10])=[O:9])=[CH:4][CH:3]=1.[CH3:20][CH:21](O)[CH2:22][CH2:23][CH3:24].C(C=P(CCCC)(CCCC)CCCC)#N. Product: [Cl:1][C:2]1[CH:7]=[CH:6][C:5]([S:8]([CH:11]([C:12]2[CH:17]=[C:16]([F:18])[CH:15]=[CH:14][C:13]=2[F:19])[CH:21]([CH3:20])[CH2:22][CH2:23][CH3:24])(=[O:10])=[O:9])=[CH:4][CH:3]=1. The catalyst class is: 11. (2) Product: [CH3:1][O:2][C:3]1[CH:4]=[C:5]([C:11]2[N:20]=[C:19]([O:21][CH2:22][C@H:23]3[O:24][CH2:25][CH2:26][N:27]([S:29]([NH2:32])(=[O:31])=[O:30])[CH2:28]3)[C:14]3=[N:15][CH:16]=[CH:17][N:18]=[C:13]3[CH:12]=2)[CH:6]=[CH:7][C:8]=1[O:9][CH3:10]. The catalyst class is: 2. Reactant: [CH3:1][O:2][C:3]1[CH:4]=[C:5]([C:11]2[N:20]=[C:19]([O:21][CH2:22][C@@H:23]3[CH2:28][N:27]([S:29]([NH:32]C(=O)OC(C)(C)C)(=[O:31])=[O:30])[CH2:26][CH2:25][O:24]3)[C:14]3=[N:15][CH:16]=[CH:17][N:18]=[C:13]3[CH:12]=2)[CH:6]=[CH:7][C:8]=1[O:9][CH3:10].C(O)(C(F)(F)F)=O. (3) Reactant: Br[C:2]1[CH:10]=[C:9]2[C:5]([CH:6]=[CH:7][NH:8]2)=[CH:4][CH:3]=1.[H-].[K+].C([Li])(C)(C)C.[B:18](OCCCC)([O:24]CCCC)[O:19]CCCC.Cl. Product: [NH:8]1[C:9]2[C:5](=[CH:4][CH:3]=[C:2]([B:18]([OH:24])[OH:19])[CH:10]=2)[CH:6]=[CH:7]1. The catalyst class is: 1. (4) Reactant: C[O:2][C:3]([C:5]1[C:13]2[C:8](=[C:9]([C:14]([F:17])([F:16])[F:15])[CH:10]=[CH:11][CH:12]=2)[N:7]([CH2:18][CH2:19][O:20][CH3:21])[CH:6]=1)=[O:4].O.[OH-].[Li+]. Product: [CH3:21][O:20][CH2:19][CH2:18][N:7]1[C:8]2[C:13](=[CH:12][CH:11]=[CH:10][C:9]=2[C:14]([F:15])([F:16])[F:17])[C:5]([C:3]([OH:4])=[O:2])=[CH:6]1. The catalyst class is: 87. (5) Reactant: [C:1]([C:3]1[CH:4]=[C:5]2[C:9](=[CH:10][CH:11]=1)[N:8]([C:12]1[CH:13]=[C:14]([CH:20]=[CH:21][CH:22]=1)[C:15]([O:17]CC)=[O:16])[CH:7]=[CH:6]2)#[N:2].CO.[OH-].[Na+].Cl. Product: [C:1]([C:3]1[CH:4]=[C:5]2[C:9](=[CH:10][CH:11]=1)[N:8]([C:12]1[CH:13]=[C:14]([CH:20]=[CH:21][CH:22]=1)[C:15]([OH:17])=[O:16])[CH:7]=[CH:6]2)#[N:2]. The catalyst class is: 90.